This data is from Retrosynthesis with 50K atom-mapped reactions and 10 reaction types from USPTO. The task is: Predict the reactants needed to synthesize the given product. (1) Given the product COc1cc(OC)nc(C2CCN(c3cnnc(NNC(=O)CC4CC4)c3Cl)CC2)n1, predict the reactants needed to synthesize it. The reactants are: COc1cc(OC)nc(C2CCN(c3cnnc(NN)c3Cl)CC2)n1.O=C(O)CC1CC1. (2) Given the product COC(=O)COc1ccc(N(Cc2sc(-c3ccc(C(F)(F)F)cc3)nc2C)C(=O)OC(C)(C)C)cc1C, predict the reactants needed to synthesize it. The reactants are: COC(=O)COc1ccc(NC(=O)OC(C)(C)C)cc1C.Cc1nc(-c2ccc(C(F)(F)F)cc2)sc1CCl.